Dataset: Full USPTO retrosynthesis dataset with 1.9M reactions from patents (1976-2016). Task: Predict the reactants needed to synthesize the given product. (1) Given the product [CH3:32][N:33]([CH3:37])[CH2:34][CH2:35][NH:36][C:24]([CH:23]([NH:22][C:20]([C:3]1[N:4]=[C:5]2[C:10]([C:11]([F:12])([F:14])[F:13])=[CH:9][C:8]([C:15]3[O:16][CH:17]=[CH:18][CH:19]=3)=[CH:7][N:6]2[C:2]=1[Cl:1])=[O:21])[C:27]1[S:28][CH:29]=[CH:30][CH:31]=1)=[O:25], predict the reactants needed to synthesize it. The reactants are: [Cl:1][C:2]1[N:6]2[CH:7]=[C:8]([C:15]3[O:16][CH:17]=[CH:18][CH:19]=3)[CH:9]=[C:10]([C:11]([F:14])([F:13])[F:12])[C:5]2=[N:4][C:3]=1[C:20]([NH:22][CH:23]([C:27]1[S:28][CH:29]=[CH:30][CH:31]=1)[C:24](O)=[O:25])=[O:21].[CH3:32][N:33]([CH3:37])[CH2:34][CH2:35][NH2:36]. (2) Given the product [C:37]([C:35]1[CH:34]=[C:25]([CH2:26][N:27]([CH2:28][CH2:29][N:30]([CH3:31])[CH3:32])[CH3:33])[C:24]([O:41][CH3:42])=[C:23]([NH:22][C:6](=[O:8])[C:5]2[CH:9]=[CH:10][C:2]([CH3:1])=[C:3]([N:11]3[CH:15]=[C:14]([C:16]4[CH:17]=[N:18][CH:19]=[CH:20][CH:21]=4)[N:13]=[N:12]3)[CH:4]=2)[CH:36]=1)([CH3:40])([CH3:38])[CH3:39], predict the reactants needed to synthesize it. The reactants are: [CH3:1][C:2]1[CH:10]=[CH:9][C:5]([C:6]([OH:8])=O)=[CH:4][C:3]=1[N:11]1[CH:15]=[C:14]([C:16]2[CH:17]=[N:18][CH:19]=[CH:20][CH:21]=2)[N:13]=[N:12]1.[NH2:22][C:23]1[C:24]([O:41][CH3:42])=[C:25]([CH:34]=[C:35]([C:37]([CH3:40])([CH3:39])[CH3:38])[CH:36]=1)[CH2:26][N:27]([CH3:33])[CH2:28][CH2:29][N:30]([CH3:32])[CH3:31]. (3) Given the product [N+:11]([C:8]1[CH:9]=[C:10]2[C:5]([CH2:4][CH2:3][CH2:2][NH:1]2)=[CH:6][CH:7]=1)([O-:13])=[O:12], predict the reactants needed to synthesize it. The reactants are: [NH:1]1[C:10]2[C:5](=[CH:6][CH:7]=[CH:8][CH:9]=2)[CH2:4][CH2:3][CH2:2]1.[N+:11]([O-])([OH:13])=[O:12].C(=O)([O-])[O-].[K+].[K+]. (4) Given the product [CH:19]1([CH2:22][N:14]2[CH2:13][CH2:12][C:11]3[CH:17]=[CH:18][C:8]([O:7][C:1]4[CH:6]=[CH:5][CH:4]=[CH:3][CH:2]=4)=[CH:9][C:10]=3[CH2:16][CH2:15]2)[CH2:21][CH2:20]1, predict the reactants needed to synthesize it. The reactants are: [C:1]1([O:7][C:8]2[CH:18]=[CH:17][C:11]3[CH2:12][CH2:13][NH:14][CH2:15][CH2:16][C:10]=3[CH:9]=2)[CH:6]=[CH:5][CH:4]=[CH:3][CH:2]=1.[CH:19]1([CH:22]=O)[CH2:21][CH2:20]1.